Dataset: Peptide-MHC class II binding affinity with 134,281 pairs from IEDB. Task: Regression. Given a peptide amino acid sequence and an MHC pseudo amino acid sequence, predict their binding affinity value. This is MHC class II binding data. (1) The peptide sequence is TFYGSNPRGAAPDDH. The MHC is DRB1_0101 with pseudo-sequence DRB1_0101. The binding affinity (normalized) is 0.314. (2) The peptide sequence is NSFYYMKGGVNTFLI. The MHC is DRB1_0405 with pseudo-sequence DRB1_0405. The binding affinity (normalized) is 0.599. (3) The peptide sequence is ALIAAFSIRPGLLIG. The MHC is DRB5_0101 with pseudo-sequence DRB5_0101. The binding affinity (normalized) is 0. (4) The peptide sequence is RVYQEPQVSPPQRAET. The MHC is DRB1_0901 with pseudo-sequence DRB1_0901. The binding affinity (normalized) is 0. (5) The peptide sequence is NIVNMLHGVRDGLVR. The MHC is DRB3_0202 with pseudo-sequence DRB3_0202. The binding affinity (normalized) is 0.0431. (6) The peptide sequence is YTTEGGTKTEAEDVI. The MHC is HLA-DPA10103-DPB10201 with pseudo-sequence HLA-DPA10103-DPB10201. The binding affinity (normalized) is 0.0311. (7) The peptide sequence is HSLAKWLGHPDKF. The MHC is H-2-IAs with pseudo-sequence H-2-IAs. The binding affinity (normalized) is 0.566. (8) The peptide sequence is WPKSHTLWSNGVLES. The MHC is DRB1_0701 with pseudo-sequence DRB1_0701. The binding affinity (normalized) is 0.201.